This data is from Reaction yield outcomes from USPTO patents with 853,638 reactions. The task is: Predict the reaction yield, written as a fraction of the theoretical maximum amount of product (1.0 means a 100% yield; for example, 0.34 means a 34% yield). (1) The reactants are [CH2:1]1[C@@H:3](N)[C@@H:2]1[C:5]1[CH:10]=[CH:9][CH:8]=[CH:7][CH:6]=1.[OH-:11].[K+].[OH2:13]. The catalyst is C(O)CO. The product is [C:5]1([C:2]2([CH2:3][C:1]([OH:13])=[O:11])[CH2:6][CH2:5][CH2:2][CH2:1][CH2:3]2)[CH:6]=[CH:7][CH:8]=[CH:9][CH:10]=1. The yield is 0.880. (2) The reactants are [CH2:1]([OH:12])[C@H:2]1[O:8][C:6](=[O:7])[C@H:5]([OH:9])[C@@H:4]([OH:10])[C@@H:3]1[OH:11].C([N:15](CC)CC)C.[OH:20][C:21]1[CH:22]=[C:23]([CH:27]=[CH:28][C:29]=1[OH:30])[CH2:24][CH2:25][NH2:26]. The catalyst is CO. The product is [O:7]=[C:6]([NH2:15])[C@@H:5]([C@H:4]([C@@H:3]([C@@H:2]([CH2:1][OH:12])[OH:8])[OH:11])[OH:10])[OH:9].[NH2:26][CH2:25][CH2:24][C:23]1[CH:27]=[CH:28][C:29]([OH:30])=[C:21]([OH:20])[CH:22]=1. The yield is 0.486.